Dataset: Full USPTO retrosynthesis dataset with 1.9M reactions from patents (1976-2016). Task: Predict the reactants needed to synthesize the given product. (1) Given the product [Si:1]([O:8][C:9]1[CH:10]=[C:11]([S:15]([C:18]2[CH:28]=[CH:27][C:21]3[CH2:22][CH2:23][N:24]([C:29]([O:31][C:32]([CH3:35])([CH3:34])[CH3:33])=[O:30])[CH2:25][CH2:26][C:20]=3[CH:19]=2)(=[O:16])=[O:17])[CH:12]=[CH:13][CH:14]=1)([C:4]([CH3:7])([CH3:5])[CH3:6])([CH3:3])[CH3:2], predict the reactants needed to synthesize it. The reactants are: [Si:1]([O:8][C:9]1[CH:10]=[C:11]([S:15]([C:18]2[CH:28]=[CH:27][C:21]3[CH2:22][CH2:23][NH:24][CH2:25][CH2:26][C:20]=3[CH:19]=2)(=[O:17])=[O:16])[CH:12]=[CH:13][CH:14]=1)([C:4]([CH3:7])([CH3:6])[CH3:5])([CH3:3])[CH3:2].[C:29](O[C:29]([O:31][C:32]([CH3:35])([CH3:34])[CH3:33])=[O:30])([O:31][C:32]([CH3:35])([CH3:34])[CH3:33])=[O:30]. (2) Given the product [C:1]([C:5]1[CH:6]=[C:7]([C:15]([CH3:18])([CH3:17])[CH3:16])[CH:8]=[C:9]([C:11]([CH3:14])([CH3:13])[CH3:12])[C:10]=1[F:20])([CH3:4])([CH3:3])[CH3:2], predict the reactants needed to synthesize it. The reactants are: [C:1]([C:5]1[CH:10]=[C:9]([C:11]([CH3:14])([CH3:13])[CH3:12])[CH:8]=[C:7]([C:15]([CH3:18])([CH3:17])[CH3:16])[CH:6]=1)([CH3:4])([CH3:3])[CH3:2].[B-](F)(F)(F)[F:20].[B-](F)(F)(F)F.C1[N+]2(CCl)CC[N+](F)(CC2)C1.C([O-])([O-])=O.[Na+].[Na+]. (3) Given the product [F:19][C:14]1[C:15]([OH:17])=[N:16][C:11]([C:8]2[N:6]3[CH:7]=[C:2]([F:1])[CH:3]=[CH:4][C:5]3=[N:10][CH:9]=2)=[N:12][CH:13]=1, predict the reactants needed to synthesize it. The reactants are: [F:1][C:2]1[CH:3]=[CH:4][C:5]2[N:6]([C:8]([C:11]3[N:16]=[C:15]([O:17]C)[C:14]([F:19])=[CH:13][N:12]=3)=[CH:9][N:10]=2)[CH:7]=1.[OH-].[K+].